From a dataset of Forward reaction prediction with 1.9M reactions from USPTO patents (1976-2016). Predict the product of the given reaction. (1) The product is: [S:10]1[C:11]([C:14]2[CH:15]=[C:16]([OH:20])[CH:17]=[CH:18][CH:19]=2)=[N:12][N:13]=[C:9]1[C:5]1[CH:4]=[C:3]([OH:2])[CH:8]=[CH:7][CH:6]=1. Given the reactants C[O:2][C:3]1[CH:4]=[C:5]([C:9]2[S:10][C:11]([C:14]3[CH:19]=[CH:18][CH:17]=[C:16]([O:20]C)[CH:15]=3)=[N:12][N:13]=2)[CH:6]=[CH:7][CH:8]=1, predict the reaction product. (2) The product is: [C:1]([O:5][C:6](=[O:18])[NH:7][C@H:8]([C:11]1[CH:16]=[CH:15][CH:14]=[C:13]([Cl:17])[CH:12]=1)[CH2:9][NH:10][CH:19]1[CH2:24][CH2:23][CH2:22][CH2:21][CH2:20]1)([CH3:4])([CH3:2])[CH3:3]. Given the reactants [C:1]([O:5][C:6](=[O:18])[NH:7][C@H:8]([C:11]1[CH:16]=[CH:15][CH:14]=[C:13]([Cl:17])[CH:12]=1)[CH2:9][NH2:10])([CH3:4])([CH3:3])[CH3:2].[C:19]1(=O)[CH2:24][CH2:23][CH2:22][CH2:21][CH2:20]1.[BH-](OC(C)=O)(OC(C)=O)OC(C)=O.[Na+], predict the reaction product. (3) Given the reactants [Cl:1][C:2]1[C:10]2[S:9][C:8]([CH:11]=[N:12][S:13]([C:16]3[CH:26]=[CH:25][C:19]4[O:20][CH2:21][CH2:22][CH2:23][O:24][C:18]=4[CH:17]=3)(=[O:15])=[O:14])=[CH:7][C:6]=2[CH:5]=[CH:4][CH:3]=1.O1CCCC1.Br[Mg][C:34]1[CH:39]=[CH:38][CH:37]=[CH:36][CH:35]=1.C(=O)(O)[O-].[Na+], predict the reaction product. The product is: [Cl:1][C:2]1[C:10]2[S:9][C:8]([CH:11]([C:34]3[CH:39]=[CH:38][CH:37]=[CH:36][CH:35]=3)[NH:12][S:13]([C:16]3[CH:26]=[CH:25][C:19]4[O:20][CH2:21][CH2:22][CH2:23][O:24][C:18]=4[CH:17]=3)(=[O:15])=[O:14])=[CH:7][C:6]=2[CH:5]=[CH:4][CH:3]=1. (4) Given the reactants [C:1]1([S:15](Cl)(=[O:17])=[O:16])[C:10]2[C:5](=[CH:6][CH:7]=[CH:8][CH:9]=2)[CH:4]=[C:3]([S:11](Cl)(=[O:13])=[O:12])[CH:2]=1.[Cl:19][C:20]1[CH:21]=[CH:22][C:23]([CH3:27])=[C:24]([CH:26]=1)[NH2:25], predict the reaction product. The product is: [Cl:19][C:20]1[CH:21]=[CH:22][C:23]([CH3:27])=[C:24]([NH:25][S:15]([C:1]2[C:10]3[C:5](=[CH:6][CH:7]=[CH:8][CH:9]=3)[CH:4]=[C:3]([S:11]([NH:25][C:24]3[CH:26]=[C:20]([Cl:19])[CH:21]=[CH:22][C:23]=3[CH3:27])(=[O:13])=[O:12])[CH:2]=2)(=[O:17])=[O:16])[CH:26]=1. (5) Given the reactants [CH3:1][C:2]12[CH2:11][C:9]3([NH2:12])[CH2:10][CH:4]([CH2:5][C:6]([CH3:13])([CH2:8]3)[CH2:7]1)[CH2:3]2.Cl.BrC12CC3(C)CC(C[C:18]([CH3:27])(C3)C1)C2.S(=O)(=O)(O)[OH:29], predict the reaction product. The product is: [C:18]([NH:12][C:9]12[CH2:8][C:6]3([CH3:13])[CH2:5][CH:4]([CH2:3][C:2]([CH3:1])([CH2:7]3)[CH2:11]1)[CH2:10]2)(=[O:29])[CH3:27]. (6) Given the reactants I[C:2]1[C:11](=[O:12])[C:10]2[C:9]3[CH:13]=[CH:14][CH:15]=[CH:16][C:8]=3[CH:7]=[CH:6][C:5]=2[S:4][C:3]=1[CH3:17].[C:18]1(B(O)O)[CH:23]=[CH:22][CH:21]=[CH:20][CH:19]=1.C(=O)([O-])[O-].[K+].[K+], predict the reaction product. The product is: [CH3:17][C:3]1[S:4][C:5]2[CH:6]=[CH:7][C:8]3[CH:16]=[CH:15][CH:14]=[CH:13][C:9]=3[C:10]=2[C:11](=[O:12])[C:2]=1[C:18]1[CH:23]=[CH:22][CH:21]=[CH:20][CH:19]=1.